This data is from Catalyst prediction with 721,799 reactions and 888 catalyst types from USPTO. The task is: Predict which catalyst facilitates the given reaction. Reactant: [Cl:1][C:2]1[CH:3]=[CH:4][C:5]2[NH:10][C:9](=[O:11])[O:8][C:7]([CH2:16][CH2:17][CH2:18][NH:19][C:20](=[O:28])[C:21]3[CH:26]=[CH:25][C:24]([F:27])=[CH:23][CH:22]=3)([C:12]([F:15])([F:14])[F:13])[C:6]=2[CH:29]=1.CCCCCC. Product: [Cl:1][C:2]1[CH:3]=[CH:4][C:5]2[NH:10][C:9](=[O:11])[O:8][C@@:7]([CH2:16][CH2:17][CH2:18][NH:19][C:20](=[O:28])[C:21]3[CH:22]=[CH:23][C:24]([F:27])=[CH:25][CH:26]=3)([C:12]([F:15])([F:14])[F:13])[C:6]=2[CH:29]=1. The catalyst class is: 41.